Task: Predict the product of the given reaction.. Dataset: Forward reaction prediction with 1.9M reactions from USPTO patents (1976-2016) (1) Given the reactants [NH2:1][CH2:2][CH2:3][C:4]#[N:5].C(N(CC)CC)C.[Br:13][CH2:14][CH2:15][CH2:16][CH2:17][C:18](Cl)=[O:19].C(OCC)C, predict the reaction product. The product is: [Br:13][CH2:14][CH2:15][CH2:16][CH2:17][C:18]([NH:5][CH2:4][CH2:3][C:2]#[N:1])=[O:19]. (2) Given the reactants [I:1][C:2]1[C:10]2[C:5](=[CH:6][C:7](I)=[CH:8][CH:9]=2)[NH:4][N:3]=1.[SH:12][C:13]1[CH:22]=[CH:21][CH:20]=[CH:19][C:14]=1[C:15]([NH:17][CH3:18])=[O:16], predict the reaction product. The product is: [I:1][C:2]1[C:10]2[C:5](=[CH:6][C:7]([S:12][C:13]3[CH:22]=[CH:21][CH:20]=[CH:19][C:14]=3[C:15]([NH:17][CH3:18])=[O:16])=[CH:8][CH:9]=2)[NH:4][N:3]=1.